This data is from Peptide-MHC class I binding affinity with 185,985 pairs from IEDB/IMGT. The task is: Regression. Given a peptide amino acid sequence and an MHC pseudo amino acid sequence, predict their binding affinity value. This is MHC class I binding data. (1) The MHC is HLA-A68:02 with pseudo-sequence HLA-A68:02. The peptide sequence is PLSINVSGV. The binding affinity (normalized) is 0.0737. (2) The peptide sequence is HFANYNFTL. The MHC is HLA-A30:02 with pseudo-sequence HLA-A30:02. The binding affinity (normalized) is 0.334. (3) The peptide sequence is KYKLKHIVW. The MHC is HLA-A02:01 with pseudo-sequence HLA-A02:01. The binding affinity (normalized) is 0.